From a dataset of Forward reaction prediction with 1.9M reactions from USPTO patents (1976-2016). Predict the product of the given reaction. (1) Given the reactants [O:1]([C:8]1[CH:13]=[CH:12][CH:11]=[CH:10][C:9]=1[NH:14][S:15]([C:18]1[CH:26]=[CH:25][C:21]([C:22](O)=[O:23])=[CH:20][CH:19]=1)(=[O:17])=[O:16])[C:2]1[CH:7]=[CH:6][CH:5]=[CH:4][CH:3]=1.Cl.Cl.[N:29]1([CH2:34][CH2:35][C@H:36]2[CH2:41][CH2:40][C@H:39]([NH2:42])[CH2:38][CH2:37]2)[CH2:33][CH2:32][CH2:31][CH2:30]1, predict the reaction product. The product is: [O:1]([C:8]1[CH:13]=[CH:12][CH:11]=[CH:10][C:9]=1[NH:14][S:15]([C:18]1[CH:19]=[CH:20][C:21]([C:22]([NH:42][C@H:39]2[CH2:40][CH2:41][C@H:36]([CH2:35][CH2:34][N:29]3[CH2:33][CH2:32][CH2:31][CH2:30]3)[CH2:37][CH2:38]2)=[O:23])=[CH:25][CH:26]=1)(=[O:17])=[O:16])[C:2]1[CH:7]=[CH:6][CH:5]=[CH:4][CH:3]=1. (2) Given the reactants [Cl:1][C:2]1[CH:3]=[C:4]([CH:8]=[CH:9][CH:10]=1)[C:5](Cl)=[O:6].O[NH:12][C:13]([N:15]1[CH2:20][CH2:19][N:18]([C:21]2[CH:22]=[CH:23][C:24]3[N:25]([C:27]([C:30]([F:33])([F:32])[F:31])=[N:28][N:29]=3)[N:26]=2)[CH2:17][CH2:16]1)=[NH:14].CCN(C(C)C)C(C)C, predict the reaction product. The product is: [Cl:1][C:2]1[CH:3]=[C:4]([C:5]2[O:6][N:14]=[C:13]([N:15]3[CH2:16][CH2:17][N:18]([C:21]4[CH:22]=[CH:23][C:24]5[N:25]([C:27]([C:30]([F:33])([F:32])[F:31])=[N:28][N:29]=5)[N:26]=4)[CH2:19][CH2:20]3)[N:12]=2)[CH:8]=[CH:9][CH:10]=1. (3) Given the reactants Br[C:2]1[S:6][C:5]([C:7]([N:9]([CH2:11][C:12]2[CH:17]=[CH:16][CH:15]=[C:14]([OH:18])[CH:13]=2)[CH3:10])=[O:8])=[CH:4][CH:3]=1.[CH3:19][O:20][C:21]1[CH:22]=[C:23](B(O)O)[CH:24]=[CH:25][CH:26]=1, predict the reaction product. The product is: [OH:18][C:14]1[CH:13]=[C:12]([CH:17]=[CH:16][CH:15]=1)[CH2:11][N:9]([CH3:10])[C:7]([C:5]1[S:6][C:2]([C:25]2[CH:24]=[CH:23][CH:22]=[C:21]([O:20][CH3:19])[CH:26]=2)=[CH:3][CH:4]=1)=[O:8]. (4) Given the reactants [Br:1][C:2]1[CH:9]=[CH:8][C:5]([CH2:6]Br)=[CH:4][CH:3]=1.Cl.[CH3:11][O:12][C:13](=[O:16])[CH2:14][NH2:15].C(=O)([O-])[O-].[K+].[K+], predict the reaction product. The product is: [CH3:11][O:12][C:13](=[O:16])[CH2:14][NH:15][CH2:6][C:5]1[CH:8]=[CH:9][C:2]([Br:1])=[CH:3][CH:4]=1. (5) Given the reactants [Br:1][C:2]1[CH:3]=[C:4]([OH:8])[CH:5]=[N:6][CH:7]=1.P([O-])([O-])([O-])=O.[K+].[K+].[K+].[CH3:17][N:18]([CH3:23])[S:19](Cl)(=[O:21])=[O:20].C(O)C(N)(CO)CO, predict the reaction product. The product is: [Br:1][C:2]1[CH:3]=[C:4]([O:8][S:19](=[O:21])(=[O:20])[N:18]([CH3:23])[CH3:17])[CH:5]=[N:6][CH:7]=1. (6) Given the reactants [NH2:1][C@H:2]([C:4]1[N:9]([C:10]2[CH:15]=[CH:14][CH:13]=[CH:12][CH:11]=2)[C:8](=[O:16])[C:7]2=[C:17]([CH3:20])[CH:18]=[CH:19][N:6]2[N:5]=1)[CH3:3].[NH2:21][C:22]1[C:27]([C:28]([NH:30][C:31]2[CH:36]=[CH:35][C:34]([OH:37])=[C:33]([F:38])[CH:32]=2)=[O:29])=[C:26](Br)[N:25]=[CH:24][N:23]=1.CCN(C(C)C)C(C)C.[F-].[Cs+], predict the reaction product. The product is: [NH2:21][C:22]1[C:27]([C:28]([NH:30][C:31]2[CH:36]=[CH:35][C:34]([OH:37])=[C:33]([F:38])[CH:32]=2)=[O:29])=[C:26]([NH:1][C@H:2]([C:4]2[N:9]([C:10]3[CH:15]=[CH:14][CH:13]=[CH:12][CH:11]=3)[C:8](=[O:16])[C:7]3=[C:17]([CH3:20])[CH:18]=[CH:19][N:6]3[N:5]=2)[CH3:3])[N:25]=[CH:24][N:23]=1. (7) The product is: [Cl:1][C:2]1[CH:3]=[CH:4][C:5]([O:20][CH2:21][C:22]2[S:26][N:25]=[CH:24][CH:23]=2)=[C:6]([CH:19]=1)[CH2:7][NH2:8]. Given the reactants [Cl:1][C:2]1[CH:3]=[CH:4][C:5]([O:20][CH2:21][C:22]2[S:26][N:25]=[CH:24][CH:23]=2)=[C:6]([CH:19]=1)[CH2:7][N:8]1C(=O)C2C(=CC=CC=2)C1=O.CC(O)C.O.[BH4-].[Na+], predict the reaction product. (8) Given the reactants C([N:8]1[CH2:12][CH:11]([C:13]2[CH:18]=[CH:17][C:16]([Cl:19])=[CH:15][CH:14]=2)[C:10]([CH2:21][O:22][C:23]2[CH:28]=[CH:27][C:26]([Cl:29])=[CH:25][N:24]=2)([CH3:20])[CH2:9]1)C1C=CC=CC=1.ClC(OC(Cl)C)=O.CCN(C(C)C)C(C)C, predict the reaction product. The product is: [Cl:29][C:26]1[CH:27]=[CH:28][C:23]([O:22][CH2:21][C:10]2([CH3:20])[CH:11]([C:13]3[CH:14]=[CH:15][C:16]([Cl:19])=[CH:17][CH:18]=3)[CH2:12][NH:8][CH2:9]2)=[N:24][CH:25]=1. (9) Given the reactants C1(C)C=CC=CC=1.[CH2:8]([N:10]1[C:14](=O)[CH2:13][O:12][C:11]1=[S:16])[CH3:9].COC1C=CC(P2(SP(C3C=CC(OC)=CC=3)(=S)S2)=[S:26])=CC=1, predict the reaction product. The product is: [CH2:8]([N:10]1[C:14](=[S:26])[CH2:13][O:12][C:11]1=[S:16])[CH3:9].